From a dataset of Reaction yield outcomes from USPTO patents with 853,638 reactions. Predict the reaction yield, written as a fraction of the theoretical maximum amount of product (1.0 means a 100% yield; for example, 0.34 means a 34% yield). (1) The reactants are [O-:1][N+:2]1[C:7]2[CH:8]=[CH:9][CH:10]=[CH:11][C:6]=2[N+:5]([O-:12])=[C:4]([NH:13][CH2:14][CH2:15][CH2:16][C:17]([O:19]C)=[O:18])[N:3]=1.[OH-].[Na+].Cl. The catalyst is CO. The product is [O-:1][N+:2]1[C:7]2[CH:8]=[CH:9][CH:10]=[CH:11][C:6]=2[N+:5]([O-:12])=[C:4]([NH:13][CH2:14][CH2:15][CH2:16][C:17]([OH:19])=[O:18])[N:3]=1. The yield is 0.810. (2) The reactants are Br[C:2]1[CH:3]=[C:4]([NH:10][C:11]2[CH:16]=[N:15][CH:14]=[CH:13][N:12]=2)[C:5](=[O:9])[N:6]([CH3:8])[CH:7]=1.[C:17]([O:20][CH2:21][C:22]1[C:23]([N:31]2[CH2:42][CH2:41][N:40]3[C:33](=[CH:34][C:35]4[CH2:36][C:37]([CH3:44])([CH3:43])[CH2:38][C:39]=43)[C:32]2=[O:45])=[N:24][CH:25]=[CH:26][C:27]=1B(O)O)(=[O:19])[CH3:18].[O-]P([O-])([O-])=O.[K+].[K+].[K+].O.O.O.C([O-])(=O)C.[Na+]. The catalyst is O.C1C=CC(P(C2C=CC=CC=2)[C-]2C=CC=C2)=CC=1.C1C=CC(P(C2C=CC=CC=2)[C-]2C=CC=C2)=CC=1.Cl[Pd]Cl.[Fe+2].C(#N)C. The product is [C:17]([O:20][CH2:21][C:22]1[C:23]([N:31]2[CH2:42][CH2:41][N:40]3[C:33](=[CH:34][C:35]4[CH2:36][C:37]([CH3:44])([CH3:43])[CH2:38][C:39]=43)[C:32]2=[O:45])=[N:24][CH:25]=[CH:26][C:27]=1[C:2]1[CH:3]=[C:4]([NH:10][C:11]2[CH:16]=[N:15][CH:14]=[CH:13][N:12]=2)[C:5](=[O:9])[N:6]([CH3:8])[CH:7]=1)(=[O:19])[CH3:18]. The yield is 0.400.